This data is from Forward reaction prediction with 1.9M reactions from USPTO patents (1976-2016). The task is: Predict the product of the given reaction. (1) Given the reactants Br[CH:2]=[C:3]([C:5]1[CH:10]=[CH:9][C:8]([F:11])=[CH:7][CH:6]=1)[CH3:4].P([O-])([O-])([O-])=O.[K+].[K+].[K+].N1CCC[C@H]1C(O)=O.[Cl:28][C:29]1[CH:37]=[CH:36][C:35]2[NH:34][C:33]3[CH2:38][CH2:39][N:40]([CH3:42])[CH2:41][C:32]=3[C:31]=2[CH:30]=1, predict the reaction product. The product is: [Cl:28][C:29]1[CH:37]=[CH:36][C:35]2[N:34](/[CH:2]=[C:3](\[C:5]3[CH:10]=[CH:9][C:8]([F:11])=[CH:7][CH:6]=3)/[CH3:4])[C:33]3[CH2:38][CH2:39][N:40]([CH3:42])[CH2:41][C:32]=3[C:31]=2[CH:30]=1. (2) Given the reactants C([N:4]1[CH2:10][CH2:9][C:8]2[CH:11]=[CH:12][C:13]([S:15]([CH3:18])(=[O:17])=[O:16])=[CH:14][C:7]=2[CH2:6][CH2:5]1)(=O)C.C(=O)([O-])[O-].[K+].[K+], predict the reaction product. The product is: [CH3:18][S:15]([C:13]1[CH:12]=[CH:11][C:8]2[CH2:9][CH2:10][NH:4][CH2:5][CH2:6][C:7]=2[CH:14]=1)(=[O:17])=[O:16]. (3) The product is: [CH2:14]([N:9]1[CH2:10][C@@H:11]([CH3:12])[C@H:5]2[CH2:4][CH2:3][C@H:2]([CH3:1])[C@H:6]2[C:7]1=[O:8])[CH2:15][CH2:16][CH2:17][CH3:18]. Given the reactants [CH3:1][CH:2]1[CH:6]2[C:7]([NH:9][CH:10]=[C:11]([CH3:12])[CH:5]2[CH2:4][CH2:3]1)=[O:8].I[CH2:14][CH2:15][CH2:16][CH2:17][CH3:18], predict the reaction product. (4) Given the reactants [NH2:1]/[C:2](=[N:8]\[O:9][C:10](=O)[CH2:11][C:12]1[CH:17]=[C:16]([F:18])[CH:15]=[CH:14][C:13]=1[F:19])/[C:3]([O:5][CH2:6][CH3:7])=[O:4], predict the reaction product. The product is: [F:19][C:13]1[CH:14]=[CH:15][C:16]([F:18])=[CH:17][C:12]=1[CH2:11][C:10]1[O:9][N:8]=[C:2]([C:3]([O:5][CH2:6][CH3:7])=[O:4])[N:1]=1. (5) Given the reactants [Br:1][C:2]1[C:10]2[C:9](Cl)=[N:8][CH:7]=[N:6][C:5]=2[N:4]([C@H:12]2[CH2:15][C@@H:14]([CH2:16][N:17]3[CH2:22][CH2:21][S:20](=[O:24])(=[O:23])[CH2:19][CH2:18]3)[CH2:13]2)[CH:3]=1.[OH-].[NH4+:26], predict the reaction product. The product is: [Br:1][C:2]1[C:10]2[C:9]([NH2:26])=[N:8][CH:7]=[N:6][C:5]=2[N:4]([CH:12]2[CH2:15][CH:14]([CH2:16][N:17]3[CH2:22][CH2:21][S:20](=[O:24])(=[O:23])[CH2:19][CH2:18]3)[CH2:13]2)[CH:3]=1. (6) Given the reactants [N:1]1([CH2:5][C@@H:6]([NH2:10])[CH:7]([CH3:9])[CH3:8])[CH2:4][CH2:3][CH2:2]1.[CH:11](=O)[CH3:12].[Na].O, predict the reaction product. The product is: [N:1]1([CH2:5][C@@H:6]([NH:10][CH2:11][CH3:12])[CH:7]([CH3:9])[CH3:8])[CH2:4][CH2:3][CH2:2]1. (7) Given the reactants [N+:1]([C:4]1[C:9]([N+:10]([O-:12])=[O:11])=[CH:8][CH:7]=[CH:6][C:5]=1[CH3:13])([O-:3])=[O:2].[CH3:14][O:15][CH:16]([O:20][CH3:21])N(C)C.Cl[Si](C)(C)C, predict the reaction product. The product is: [CH3:14][O:15][CH:16]([O:20][CH3:21])[CH2:13][C:5]1[CH:6]=[CH:7][CH:8]=[C:9]([N+:10]([O-:12])=[O:11])[C:4]=1[N+:1]([O-:3])=[O:2]. (8) Given the reactants [NH2:1][C:2](=[O:28])[C:3]([C:5]1[C:13]2[C:8](=[CH:9][CH:10]=[CH:11][C:12]=2[O:14][CH:15]([F:19])[C:16](O)=[O:17])[N:7]([CH2:20][C:21]2[CH:26]=[CH:25][CH:24]=[CH:23][CH:22]=2)[C:6]=1[CH3:27])=[O:4].[CH3:29][S:30]([NH2:33])(=[O:32])=[O:31].Cl.CN(C)CCCN=C=NCC, predict the reaction product. The product is: [NH2:1][C:2](=[O:28])[C:3]([C:5]1[C:13]2[C:8](=[CH:9][CH:10]=[CH:11][C:12]=2[O:14][CH:15]([F:19])[C:16]([NH:33][S:30]([CH3:29])(=[O:32])=[O:31])=[O:17])[N:7]([CH2:20][C:21]2[CH:22]=[CH:23][CH:24]=[CH:25][CH:26]=2)[C:6]=1[CH3:27])=[O:4]. (9) Given the reactants [C:1]1([CH2:7][CH2:8][CH2:9][C:10]([OH:12])=O)[CH:6]=[CH:5][CH:4]=[CH:3][CH:2]=1.CCN(CC)CC.CN(C(ON1N=NC2C=CC=CC1=2)=[N+](C)C)C.[B-](F)(F)(F)F.C([O-])(=O)C.[O:46]=[C:47]1[C@@H:50]([NH3+:51])[CH2:49][NH:48]1, predict the reaction product. The product is: [C:1]1([CH2:7][CH2:8][CH2:9][C:10]([NH:51][C@H:50]2[CH2:49][NH:48][C:47]2=[O:46])=[O:12])[CH:2]=[CH:3][CH:4]=[CH:5][CH:6]=1. (10) Given the reactants Cl.[C:2]1([N:8]2[CH2:13][CH2:12][N:11]([CH2:14][C:15]([OH:17])=O)[CH2:10][CH2:9]2)[CH:7]=[CH:6][CH:5]=[CH:4][CH:3]=1.[NH2:18][C@@H:19]([CH2:37][O:38][CH2:39][C:40]1[CH:45]=[CH:44][CH:43]=[CH:42][CH:41]=1)[C:20]([NH:22][C:23]1[CH:28]=[CH:27][C:26]([O:29][C:30]2[CH:35]=[CH:34][C:33]([F:36])=[CH:32][CH:31]=2)=[CH:25][CH:24]=1)=[O:21], predict the reaction product. The product is: [CH2:39]([O:38][CH2:37][C@H:19]([NH:18][C:15](=[O:17])[CH2:14][N:11]1[CH2:10][CH2:9][N:8]([C:2]2[CH:3]=[CH:4][CH:5]=[CH:6][CH:7]=2)[CH2:13][CH2:12]1)[C:20]([NH:22][C:23]1[CH:28]=[CH:27][C:26]([O:29][C:30]2[CH:35]=[CH:34][C:33]([F:36])=[CH:32][CH:31]=2)=[CH:25][CH:24]=1)=[O:21])[C:40]1[CH:45]=[CH:44][CH:43]=[CH:42][CH:41]=1.